Dataset: NCI-60 drug combinations with 297,098 pairs across 59 cell lines. Task: Regression. Given two drug SMILES strings and cell line genomic features, predict the synergy score measuring deviation from expected non-interaction effect. Drug 1: C#CCC(CC1=CN=C2C(=N1)C(=NC(=N2)N)N)C3=CC=C(C=C3)C(=O)NC(CCC(=O)O)C(=O)O. Drug 2: C(CC(=O)O)C(=O)CN.Cl. Cell line: MCF7. Synergy scores: CSS=-3.15, Synergy_ZIP=0.489, Synergy_Bliss=-0.878, Synergy_Loewe=-4.51, Synergy_HSA=-4.26.